This data is from Full USPTO retrosynthesis dataset with 1.9M reactions from patents (1976-2016). The task is: Predict the reactants needed to synthesize the given product. (1) Given the product [Cl:9][C:10]1[CH:15]=[C:14]([Cl:16])[CH:13]=[CH:12][C:11]=1[C:2]1[CH:8]=[CH:7][CH:6]=[CH:5][C:3]=1[NH2:4], predict the reactants needed to synthesize it. The reactants are: Br[C:2]1[CH:8]=[CH:7][CH:6]=[CH:5][C:3]=1[NH2:4].[Cl:9][C:10]1[CH:15]=[C:14]([Cl:16])[CH:13]=[CH:12][C:11]=1B(O)O.C(=O)([O-])[O-].[Na+].[Na+]. (2) Given the product [F:17][C:18]1[N:19]=[CH:20][C:21]([C:2]2[CH:3]=[CH:4][C:5](=[O:16])[N:6]([CH2:8][O:9][CH2:10][CH2:11][Si:12]([CH3:15])([CH3:14])[CH3:13])[CH:7]=2)=[CH:22][CH:23]=1, predict the reactants needed to synthesize it. The reactants are: Br[C:2]1[CH:3]=[CH:4][C:5](=[O:16])[N:6]([CH2:8][O:9][CH2:10][CH2:11][Si:12]([CH3:15])([CH3:14])[CH3:13])[CH:7]=1.[F:17][C:18]1[CH:23]=[CH:22][C:21](B2OC(C)(C)C(C)(C)O2)=[CH:20][N:19]=1.C([O-])([O-])=O.[Na+].[Na+].S([O-])([O-])(=O)=O.[Na+].[Na+]. (3) Given the product [NH2:31][C:32]1[CH:37]=[CH:36][C:35]([O:38][C:2]2[CH:7]=[CH:6][C:5]([C:8]3[N:15]=[C:14]4[CH:16]=[CH:17][CH:18]=[CH:19][C:13]4=[C:12]([C:20]4[CH:25]=[CH:24][C:23]([O:42][C:39]5[CH:55]=[CH:54][C:53]([NH2:48])=[CH:52][CH:51]=5)=[CH:22][CH:21]=4)[N:11]=[C:10]4[CH:27]=[CH:28][CH:29]=[CH:30][C:9]=34)=[CH:4][CH:3]=2)=[CH:34][CH:33]=1, predict the reactants needed to synthesize it. The reactants are: F[C:2]1[CH:7]=[CH:6][C:5]([C:8]2[N:15]=[C:14]3[CH:16]=[CH:17][CH:18]=[CH:19][C:13]3=[C:12]([C:20]3[CH:25]=[CH:24][C:23](F)=[CH:22][CH:21]=3)[N:11]=[C:10]3[CH:27]=[CH:28][CH:29]=[CH:30][C:9]=23)=[CH:4][CH:3]=1.[NH2:31][C:32]1[CH:37]=[CH:36][C:35]([OH:38])=[CH:34][CH:33]=1.[C:39](=[O:42])([O-])[O-].[K+].[K+].CC([N:48](C)C)=O.[C:51]1(C)C=[CH:55][CH:54]=[CH:53][CH:52]=1.